This data is from Reaction yield outcomes from USPTO patents with 853,638 reactions. The task is: Predict the reaction yield, written as a fraction of the theoretical maximum amount of product (1.0 means a 100% yield; for example, 0.34 means a 34% yield). (1) The reactants are [NH2:1][C:2]1N(C2CCCN(C#N)C2)NC(C2C=CC(OC3C=CC=CC=3)=CC=2)(C(N)=O)C=1.[NH2:31][C:32]1[N:36]([CH:37]2[CH2:42][CH2:41][CH2:40][NH:39][CH2:38]2)[N:35]=[C:34]([C:43]2[CH:44]=[N:45][C:46]([O:49][C:50]3[CH:55]=[CH:54][CH:53]=[CH:52][CH:51]=3)=[CH:47][CH:48]=2)[C:33]=1[C:56]([NH2:58])=[O:57]. No catalyst specified. The product is [NH2:31][C:32]1[N:36]([CH:37]2[CH2:42][CH2:41][CH2:40][N:39]([C:2]#[N:1])[CH2:38]2)[N:35]=[C:34]([C:43]2[CH:44]=[N:45][C:46]([O:49][C:50]3[CH:55]=[CH:54][CH:53]=[CH:52][CH:51]=3)=[CH:47][CH:48]=2)[C:33]=1[C:56]([NH2:58])=[O:57]. The yield is 0.0400. (2) The yield is 0.500. The reactants are [CH3:1][N:2]([CH3:15])[C:3]([N:5]1[CH2:9][CH:8]2[CH2:10][C:11]([NH2:14])([CH3:13])[CH2:12][CH:7]2[CH2:6]1)=[O:4].Cl[CH2:17][C:18]([N:20]1[CH2:24][C@@H:23]([F:25])[CH2:22][C@H:21]1[C:26]#[N:27])=[O:19].C(=O)([O-])[O-].[K+].[K+].CN(C)C=O. The product is [CH3:15][N:2]([CH3:1])[C:3]([N:5]1[CH2:9][CH:8]2[CH2:10][C:11]([NH:14][CH2:17][C:18]([N:20]3[CH2:24][C@@H:23]([F:25])[CH2:22][C@H:21]3[C:26]#[N:27])=[O:19])([CH3:13])[CH2:12][CH:7]2[CH2:6]1)=[O:4]. The catalyst is ClCCl. (3) The reactants are [Br:1][C:2]1[CH:7]=[CH:6][C:5]([CH2:8][C:9]2[C:10]([OH:17])=[N:11][NH:12][C:13]=2[CH:14]([CH3:16])[CH3:15])=[C:4]([CH3:18])[CH:3]=1.[C:19]([O:22][C@@H:23]1[C@@H:28]([O:29][C:30](=[O:32])[CH3:31])[C@H:27]([O:33][C:34](=[O:36])[CH3:35])[C@@H:26]([CH2:37][O:38][C:39](=[O:41])[CH3:40])[O:25][C@@H:24]1Br)(=[O:21])[CH3:20].C(=O)([O-])[O-].[K+].[K+].ClCCl. The catalyst is [Cl-].C([N+](CCCC)(CCCC)CCCC)C1C=CC=CC=1.O. The product is [C:19]([O:22][C@@H:23]1[C@@H:28]([O:29][C:30](=[O:32])[CH3:31])[C@H:27]([O:33][C:34](=[O:36])[CH3:35])[C@@H:26]([CH2:37][O:38][C:39](=[O:41])[CH3:40])[O:25][C@H:24]1[O:17][C:10]1[C:9]([CH2:8][C:5]2[CH:6]=[CH:7][C:2]([Br:1])=[CH:3][C:4]=2[CH3:18])=[C:13]([CH:14]([CH3:15])[CH3:16])[NH:12][N:11]=1)(=[O:21])[CH3:20]. The yield is 0.740.